Regression. Given two drug SMILES strings and cell line genomic features, predict the synergy score measuring deviation from expected non-interaction effect. From a dataset of NCI-60 drug combinations with 297,098 pairs across 59 cell lines. Drug 1: CCN(CC)CCCC(C)NC1=C2C=C(C=CC2=NC3=C1C=CC(=C3)Cl)OC. Drug 2: C(CCl)NC(=O)N(CCCl)N=O. Cell line: NCI-H522. Synergy scores: CSS=15.6, Synergy_ZIP=1.87, Synergy_Bliss=5.88, Synergy_Loewe=1.33, Synergy_HSA=2.70.